From a dataset of Forward reaction prediction with 1.9M reactions from USPTO patents (1976-2016). Predict the product of the given reaction. (1) Given the reactants [NH2:1][CH2:2][CH:3]1[CH2:8][CH2:7][C:6]2[C:9]3[C:14]([NH:15][C:16]4[CH:17]=[C:18]5[C:22](=[CH:23][CH:24]=4)[NH:21][N:20]=[CH:19]5)=[N:13][CH:12]=[N:11][C:10]=3[S:25][C:5]=2[CH2:4]1.[C:26]([O:30][C:31]([NH:33][C@H:34]([C:38](O)=[O:39])[CH2:35][CH2:36][OH:37])=[O:32])([CH3:29])([CH3:28])[CH3:27], predict the reaction product. The product is: [OH:37][CH2:36][CH2:35][C@@H:34]([NH:33][C:31](=[O:32])[O:30][C:26]([CH3:28])([CH3:27])[CH3:29])[C:38]([NH:1][CH2:2][CH:3]1[CH2:8][CH2:7][C:6]2[C:9]3[C:14]([NH:15][C:16]4[CH:17]=[C:18]5[C:22](=[CH:23][CH:24]=4)[NH:21][N:20]=[CH:19]5)=[N:13][CH:12]=[N:11][C:10]=3[S:25][C:5]=2[CH2:4]1)=[O:39]. (2) Given the reactants [O:1]=[C:2]([N:13]1[CH2:18][CH2:17][N:16]([C:19]2[C:24]([C:25]3[CH:30]=[CH:29][CH:28]=[CH:27][CH:26]=3)=[CH:23][N:22]=[C:21]3[NH:31][CH:32]=[CH:33][C:20]=23)[CH2:15][CH2:14]1)[CH2:3][CH2:4][NH:5]C(=O)OC(C)(C)C.C(O)(C(F)(F)F)=O, predict the reaction product. The product is: [NH2:5][CH2:4][CH2:3][C:2]([N:13]1[CH2:18][CH2:17][N:16]([C:19]2[C:24]([C:25]3[CH:30]=[CH:29][CH:28]=[CH:27][CH:26]=3)=[CH:23][N:22]=[C:21]3[NH:31][CH:32]=[CH:33][C:20]=23)[CH2:15][CH2:14]1)=[O:1]. (3) Given the reactants Br[C:2]1[CH:7]=[CH:6][C:5]([C:8]2[C:20]3[NH:19][C:18]4[C:13](=[CH:14][CH:15]=[CH:16][CH:17]=4)[C:12]=3[CH:11]=[CH:10][CH:9]=2)=[CH:4][CH:3]=1.[B:21]1([B:21]2[O:25][C:24]([CH3:27])([CH3:26])[C:23]([CH3:29])([CH3:28])[O:22]2)[O:25][C:24]([CH3:27])([CH3:26])[C:23]([CH3:29])([CH3:28])[O:22]1.C([O-])(=O)C.[K+], predict the reaction product. The product is: [CH3:28][C:23]1([CH3:29])[C:24]([CH3:27])([CH3:26])[O:25][B:21]([C:2]2[CH:7]=[CH:6][C:5]([C:8]3[C:20]4[NH:19][C:18]5[C:13](=[CH:14][CH:15]=[CH:16][CH:17]=5)[C:12]=4[CH:11]=[CH:10][CH:9]=3)=[CH:4][CH:3]=2)[O:22]1.